The task is: Predict the reactants needed to synthesize the given product.. This data is from Full USPTO retrosynthesis dataset with 1.9M reactions from patents (1976-2016). (1) Given the product [C:1]([O:4][C:5]1[CH:10]=[CH:9][C:8]([O:24][CH:22]=[O:23])=[CH:7][C:6]=1[O:13][CH3:14])(=[O:3])[CH3:2], predict the reactants needed to synthesize it. The reactants are: [C:1]([O:4][C:5]1[CH:10]=[CH:9][C:8](C=O)=[CH:7][C:6]=1[O:13][CH3:14])(=[O:3])[CH3:2].C1C=C(Cl)C=C([C:22]([O:24]O)=[O:23])C=1. (2) Given the product [CH2:9]([O:16][C:17]1[CH:18]=[C:19]([C:23]2[N:24]=[C:25]([C:33]([CH3:36])([CH3:35])[CH3:34])[N:26]3[CH:31]=[CH:30][N:29]=[C:28]([NH2:1])[C:27]=23)[CH:20]=[CH:21][CH:22]=1)[C:10]1[CH:15]=[CH:14][CH:13]=[CH:12][CH:11]=1, predict the reactants needed to synthesize it. The reactants are: [NH3:1].C(=O)=O.CC(C)=O.[CH2:9]([O:16][C:17]1[CH:18]=[C:19]([C:23]2[N:24]=[C:25]([C:33]([CH3:36])([CH3:35])[CH3:34])[N:26]3[CH:31]=[CH:30][N:29]=[C:28](Cl)[C:27]=23)[CH:20]=[CH:21][CH:22]=1)[C:10]1[CH:15]=[CH:14][CH:13]=[CH:12][CH:11]=1.